From a dataset of Forward reaction prediction with 1.9M reactions from USPTO patents (1976-2016). Predict the product of the given reaction. (1) Given the reactants [NH2:1][C:2]1[C:6]([C:7]#[N:8])=[C:5]([NH:9][C:10]2[CH:15]=[CH:14][CH:13]=[CH:12][CH:11]=2)[N:4]([CH2:16][C:17]2[CH:22]=[CH:21][CH:20]=[CH:19][CH:18]=2)[N:3]=1.C(=O)([O-])[O-:24].[K+].[K+].OO, predict the reaction product. The product is: [NH2:1][C:2]1[C:6]([C:7]([NH2:8])=[O:24])=[C:5]([NH:9][C:10]2[CH:15]=[CH:14][CH:13]=[CH:12][CH:11]=2)[N:4]([CH2:16][C:17]2[CH:22]=[CH:21][CH:20]=[CH:19][CH:18]=2)[N:3]=1. (2) Given the reactants [Cl:1][C:2]1[CH:42]=[CH:41][C:5]([CH2:6][O:7][CH:8]2[CH:13]([C:14]3[CH:19]=[CH:18][C:17]([O:20][CH2:21][CH2:22][CH2:23][O:24][CH2:25][C:26]4[CH:31]=[CH:30][CH:29]=[CH:28][C:27]=4[O:32][CH3:33])=[CH:16][CH:15]=3)[CH2:12][CH2:11][N:10]([C:34]([O:36][C:37]([CH3:40])([CH3:39])[CH3:38])=[O:35])[CH2:9]2)=[CH:4][C:3]=1[OH:43].C(=O)([O-])[O-].[K+].[K+].Cl[CH2:51][CH2:52][CH2:53][O:54][CH3:55].[I-].[K+].C(=O)([O-])O.[Na+], predict the reaction product. The product is: [Cl:1][C:2]1[CH:42]=[CH:41][C:5]([CH2:6][O:7][CH:8]2[CH:13]([C:14]3[CH:19]=[CH:18][C:17]([O:20][CH2:21][CH2:22][CH2:23][O:24][CH2:25][C:26]4[CH:31]=[CH:30][CH:29]=[CH:28][C:27]=4[O:32][CH3:33])=[CH:16][CH:15]=3)[CH2:12][CH2:11][N:10]([C:34]([O:36][C:37]([CH3:39])([CH3:40])[CH3:38])=[O:35])[CH2:9]2)=[CH:4][C:3]=1[O:43][CH2:51][CH2:52][CH2:53][O:54][CH3:55]. (3) Given the reactants [H+].[B-](F)(F)(F)F.CCOCC.[CH3:12][O:13][C:14](=[O:24])[CH2:15][CH2:16][C:17]1[CH:22]=[CH:21][C:20]([OH:23])=[CH:19][CH:18]=1.[Br:25]N1C(=O)CCC1=O.OS([O-])(=O)=O.[Na+], predict the reaction product. The product is: [CH3:12][O:13][C:14](=[O:24])[CH2:15][CH2:16][C:17]1[CH:22]=[CH:21][C:20]([OH:23])=[C:19]([Br:25])[CH:18]=1. (4) Given the reactants [F:1][C:2]1[CH:3]=[C:4]([CH2:12][C:13]([NH:15][C:16]2[C:25]([O:26][CH3:27])=[CH:24][CH:23]=[C:22]3[C:17]=2[CH2:18][CH2:19][NH:20][CH2:21]3)=[O:14])[CH:5]=[CH:6][C:7]=1[C:8]([F:11])([F:10])[F:9].[OH:28][CH2:29][C:30]([CH3:35])([CH3:34])[C:31](O)=[O:32].C(N(CC)C(C)C)(C)C.C(Cl)Cl, predict the reaction product. The product is: [F:1][C:2]1[CH:3]=[C:4]([CH2:12][C:13]([NH:15][C:16]2[C:25]([O:26][CH3:27])=[CH:24][CH:23]=[C:22]3[C:17]=2[CH2:18][CH2:19][N:20]([C:29](=[O:28])[C:30]([CH3:35])([CH3:34])[CH2:31][OH:32])[CH2:21]3)=[O:14])[CH:5]=[CH:6][C:7]=1[C:8]([F:11])([F:9])[F:10]. (5) Given the reactants Cl[C:2]1[C:11]2[C:6](=[CH:7][CH:8]=[C:9]([N+:12]([O-:14])=[O:13])[CH:10]=2)[N:5]=[C:4]([CH3:15])[N:3]=1.[CH:16]([O:19][C:20]1[CH:25]=[CH:24][C:23]([NH:26][CH3:27])=[CH:22][CH:21]=1)([CH3:18])[CH3:17], predict the reaction product. The product is: [CH:16]([O:19][C:20]1[CH:25]=[CH:24][C:23]([N:26]([CH3:27])[C:2]2[C:11]3[C:6](=[CH:7][CH:8]=[C:9]([N+:12]([O-:14])=[O:13])[CH:10]=3)[N:5]=[C:4]([CH3:15])[N:3]=2)=[CH:22][CH:21]=1)([CH3:18])[CH3:17]. (6) Given the reactants C([N:8]1[CH2:25][CH2:24][C:11]2([O:19][C:18]3[CH:17]=[N:16][N:15]([CH:20]([CH3:22])[CH3:21])[C:14]=3[C:13](=[O:23])[CH2:12]2)[CH2:10][CH2:9]1)C1C=CC=CC=1.ClC(OC(Cl)C)=O, predict the reaction product. The product is: [CH:20]([N:15]1[C:14]2[C:13](=[O:23])[CH2:12][C:11]3([CH2:10][CH2:9][NH:8][CH2:25][CH2:24]3)[O:19][C:18]=2[CH:17]=[N:16]1)([CH3:22])[CH3:21].